Predict the reaction yield, written as a fraction of the theoretical maximum amount of product (1.0 means a 100% yield; for example, 0.34 means a 34% yield). From a dataset of Reaction yield outcomes from USPTO patents with 853,638 reactions. (1) The reactants are [C:1]([C:3]1([NH2:9])[CH2:8][CH2:7][CH2:6][CH2:5][CH2:4]1)#[CH:2].C(N(CC)CC)C.[Cl:17][C:18]1[CH:19]=[C:20]([S:24](Cl)(=[O:26])=[O:25])[CH:21]=[CH:22][CH:23]=1. No catalyst specified. The product is [Cl:17][C:18]1[CH:19]=[C:20]([S:24]([NH:9][C:3]2([C:1]#[CH:2])[CH2:8][CH2:7][CH2:6][CH2:5][CH2:4]2)(=[O:26])=[O:25])[CH:21]=[CH:22][CH:23]=1. The yield is 0.930. (2) The yield is 0.690. The reactants are C([O:3][C:4](=[O:36])[C:5]1[C:10]([NH:11][C:12](=[O:14])[CH3:13])=[CH:9][CH:8]=[C:7]([N:15]2[C:19]([CH3:20])=[CH:18][CH:17]=[C:16]2[C:21]2[CH:26]=[C:25]([Br:27])[CH:24]=[CH:23][C:22]=2[O:28][CH2:29][C:30]2[CH:35]=[CH:34][CH:33]=[CH:32][CH:31]=2)[CH:6]=1)C.[OH-].[Na+]. The product is [Br:27][C:25]1[CH:24]=[CH:23][C:22]([O:28][CH2:29][C:30]2[CH:31]=[CH:32][CH:33]=[CH:34][CH:35]=2)=[C:21]([C:16]2[N:15]([C:7]3[CH:6]=[C:5]([C:10]([NH:11][C:12](=[O:14])[CH3:13])=[CH:9][CH:8]=3)[C:4]([OH:36])=[O:3])[C:19]([CH3:20])=[CH:18][CH:17]=2)[CH:26]=1. The catalyst is CO.CCOC(C)=O. (3) The reactants are Cl[C:2]1[N:7]=[C:6]([C:8]([OH:10])=[O:9])[CH:5]=[CH:4][C:3]=1[C:11]#[N:12].[CH:13](N)(C)C.[F-].[K+].C[N:20]1[CH2:24][CH2:23][CH2:22]C1=O. The catalyst is O. The product is [C:11]([C:3]1[CH:4]=[CH:5][C:6]([C:8]([OH:10])=[O:9])=[N:7][C:2]=1[NH:20][CH2:24][CH:23]([CH3:13])[CH3:22])#[N:12]. The yield is 0.750. (4) The reactants are [CH:1]([C:4]1[CH:9]=[CH:8][CH:7]=[C:6]([C:10]2[CH:15]=[CH:14][CH:13]=[CH:12][CH:11]=2)[C:5]=1[O:16]C)([CH3:3])[CH3:2].O.C(OCC)C. The catalyst is C(Cl)Cl. The product is [CH:1]([C:4]1[CH:9]=[CH:8][CH:7]=[C:6]([C:10]2[CH:15]=[CH:14][CH:13]=[CH:12][CH:11]=2)[C:5]=1[OH:16])([CH3:3])[CH3:2]. The yield is 0.940. (5) The reactants are ClC1N=C(C2SC(N3CCCC3)=NC=2C2C=C(NS(C3C(F)=CC=CC=3F)(=O)=O)C=CC=2)C=CN=1.[Cl:36][C:37]1[N:42]=[C:41]([CH2:43][C:44]([C:46]2[C:47]([F:64])=[C:48]([NH:52][S:53]([C:56]3[C:61]([F:62])=[CH:60][CH:59]=[CH:58][C:57]=3[F:63])(=[O:55])=[O:54])[CH:49]=[CH:50][CH:51]=2)=O)[CH:40]=[CH:39][N:38]=1.C1C(=O)N(Br)C(=O)C1.[N:73]1([C:81](=[S:83])[NH2:82])[CH2:78][CH2:77][S:76](=[O:80])(=[O:79])[CH2:75][CH2:74]1. No catalyst specified. The product is [Cl:36][C:37]1[N:42]=[C:41]([C:43]2[S:83][C:81]([N:73]3[CH2:78][CH2:77][S:76](=[O:80])(=[O:79])[CH2:75][CH2:74]3)=[N:82][C:44]=2[C:46]2[C:47]([F:64])=[C:48]([NH:52][S:53]([C:56]3[C:61]([F:62])=[CH:60][CH:59]=[CH:58][C:57]=3[F:63])(=[O:55])=[O:54])[CH:49]=[CH:50][CH:51]=2)[CH:40]=[CH:39][N:38]=1. The yield is 0.900.